Dataset: Catalyst prediction with 721,799 reactions and 888 catalyst types from USPTO. Task: Predict which catalyst facilitates the given reaction. (1) Reactant: [Cl:1][C:2]1[CH:3]=[C:4]([C:9]2[O:10][CH2:11][CH:12]([CH2:14][CH3:15])[N:13]=2)[CH:5]=[N:6][C:7]=1Cl.[CH3:16][S-:17].[Na+].O. Product: [Cl:1][C:2]1[CH:3]=[C:4]([C:9]2[O:10][CH2:11][CH:12]([CH2:14][CH3:15])[N:13]=2)[CH:5]=[N:6][C:7]=1[S:17][CH3:16]. The catalyst class is: 107. (2) Reactant: [C-:1]#[N:2].[K+].[CH2:4]([CH:6]([CH2:9][CH2:10][CH2:11][CH3:12])[CH2:7]Br)[CH3:5]. Product: [CH2:4]([CH:6]([CH2:9][CH2:10][CH2:11][CH3:12])[CH2:7][C:1]#[N:2])[CH3:5]. The catalyst class is: 3. (3) Reactant: [NH2:1][C:2]1[N:7]=[CH:6][C:5]([C:8]2[CH:9]=[N:10][C:11]([NH:14][CH:15]3[CH2:17][CH2:16]3)=[N:12][CH:13]=2)=[CH:4][CH:3]=1.[F:18][C:19]([F:31])([F:30])[C:20]1[CH:21]=[C:22]([CH2:26][C:27](Cl)=[O:28])[CH:23]=[CH:24][CH:25]=1. Product: [CH:15]1([NH:14][C:11]2[N:10]=[CH:9][C:8]([C:5]3[CH:4]=[CH:3][C:2]([NH:1][C:27](=[O:28])[CH2:26][C:22]4[CH:23]=[CH:24][CH:25]=[C:20]([C:19]([F:30])([F:18])[F:31])[CH:21]=4)=[N:7][CH:6]=3)=[CH:13][N:12]=2)[CH2:17][CH2:16]1. The catalyst class is: 2.